From a dataset of Peptide-MHC class II binding affinity with 134,281 pairs from IEDB. Regression. Given a peptide amino acid sequence and an MHC pseudo amino acid sequence, predict their binding affinity value. This is MHC class II binding data. (1) The MHC is DRB4_0101 with pseudo-sequence DRB4_0103. The peptide sequence is SSGKNEGTNIYNNNE. The binding affinity (normalized) is 0.159. (2) The peptide sequence is AAATAGTTVDGAFAA. The MHC is HLA-DQA10401-DQB10402 with pseudo-sequence HLA-DQA10401-DQB10402. The binding affinity (normalized) is 0.357. (3) The peptide sequence is HRDNIEDDLLNRNNT. The MHC is HLA-DPA10103-DPB10401 with pseudo-sequence HLA-DPA10103-DPB10401. The binding affinity (normalized) is 0.205. (4) The MHC is HLA-DQA10401-DQB10402 with pseudo-sequence HLA-DQA10401-DQB10402. The binding affinity (normalized) is 0.215. The peptide sequence is KPAAAATATATSAVG. (5) The peptide sequence is STLQEQIGWMTNNPPIPV. The MHC is DRB4_0101 with pseudo-sequence DRB4_0103. The binding affinity (normalized) is 0.337. (6) The peptide sequence is LKRGEITHHAVSRGSAK. The MHC is DRB1_1302 with pseudo-sequence DRB1_1302. The binding affinity (normalized) is 0. (7) The peptide sequence is EMGANLCVERVLDCR. The MHC is DRB1_1301 with pseudo-sequence DRB1_1301. The binding affinity (normalized) is 0.510. (8) The peptide sequence is ILFSYFQDLVITLPF. The MHC is DRB1_1501 with pseudo-sequence DRB1_1501. The binding affinity (normalized) is 0.508. (9) The peptide sequence is DITVKNCVLKKSTNG. The MHC is DRB1_0101 with pseudo-sequence DRB1_0101. The binding affinity (normalized) is 0.142.